Task: Predict the reactants needed to synthesize the given product.. Dataset: Full USPTO retrosynthesis dataset with 1.9M reactions from patents (1976-2016) (1) Given the product [Cl:27][C:28]1[N:33]=[C:32]([C:12]2[C:13]([CH3:17])=[C:14]([C:9]([O:8][CH3:7])=[CH:10][CH:11]=2)[CH:15]=[O:16])[CH:31]=[CH:30][N:29]=1, predict the reactants needed to synthesize it. The reactants are: C(=O)([O-])[O-].[Na+].[Na+].[CH3:7][O:8][C:9]1[C:14]([CH:15]=[O:16])=[C:13]([CH3:17])[C:12](B2OC(C)(C)C(C)(C)O2)=[CH:11][CH:10]=1.[Cl:27][C:28]1[N:33]=[C:32](Cl)[CH:31]=[CH:30][N:29]=1.O. (2) Given the product [Br:1][C:2]1[C:3]([O:20][CH3:21])=[C:4]([CH2:8][NH2:9])[CH:5]=[CH:6][CH:7]=1, predict the reactants needed to synthesize it. The reactants are: [Br:1][C:2]1[C:3]([O:20][CH3:21])=[C:4]([CH2:8][N:9]2C(=O)C3C(=CC=CC=3)C2=O)[CH:5]=[CH:6][CH:7]=1.O.NN. (3) Given the product [C:29]([O:32][C:33](=[O:34])[NH:12][C@@H:8]([C:5]1[CH:6]=[CH:7][C:2]([Cl:1])=[CH:3][C:4]=1[F:19])[CH:9]1[CH2:10][CH2:11]1)([CH3:31])([CH3:30])[CH3:28], predict the reactants needed to synthesize it. The reactants are: [Cl:1][C:2]1[CH:7]=[CH:6][C:5]([C@H:8]([NH:12][S@](C(C)(C)C)=O)[CH:9]2[CH2:11][CH2:10]2)=[C:4]([F:19])[CH:3]=1.Cl.CCN(CC)CC.[CH3:28][C:29]([O:32][C:33](O[C:33]([O:32][C:29]([CH3:31])([CH3:30])[CH3:28])=[O:34])=[O:34])([CH3:31])[CH3:30].